From a dataset of NCI-60 drug combinations with 297,098 pairs across 59 cell lines. Regression. Given two drug SMILES strings and cell line genomic features, predict the synergy score measuring deviation from expected non-interaction effect. (1) Drug 2: CCC1(C2=C(COC1=O)C(=O)N3CC4=CC5=C(C=CC(=C5CN(C)C)O)N=C4C3=C2)O.Cl. Cell line: SNB-19. Synergy scores: CSS=40.5, Synergy_ZIP=-2.32, Synergy_Bliss=-1.26, Synergy_Loewe=-6.90, Synergy_HSA=1.62. Drug 1: CC1C(C(CC(O1)OC2CC(OC(C2O)C)OC3=CC4=CC5=C(C(=O)C(C(C5)C(C(=O)C(C(C)O)O)OC)OC6CC(C(C(O6)C)O)OC7CC(C(C(O7)C)O)OC8CC(C(C(O8)C)O)(C)O)C(=C4C(=C3C)O)O)O)O. (2) Drug 2: CC1C(C(CC(O1)OC2CC(CC3=C2C(=C4C(=C3O)C(=O)C5=CC=CC=C5C4=O)O)(C(=O)C)O)N)O. Cell line: K-562. Drug 1: C1=CC(=CC=C1CC(C(=O)O)N)N(CCCl)CCCl.Cl. Synergy scores: CSS=34.2, Synergy_ZIP=-0.684, Synergy_Bliss=1.53, Synergy_Loewe=-4.06, Synergy_HSA=0.328. (3) Drug 1: CC(CN1CC(=O)NC(=O)C1)N2CC(=O)NC(=O)C2. Drug 2: CC12CCC3C(C1CCC2O)C(CC4=C3C=CC(=C4)O)CCCCCCCCCS(=O)CCCC(C(F)(F)F)(F)F. Cell line: SR. Synergy scores: CSS=59.0, Synergy_ZIP=5.49, Synergy_Bliss=6.69, Synergy_Loewe=4.74, Synergy_HSA=6.09. (4) Drug 1: CN1CCC(CC1)COC2=C(C=C3C(=C2)N=CN=C3NC4=C(C=C(C=C4)Br)F)OC. Drug 2: C1=CC(=CC=C1CC(C(=O)O)N)N(CCCl)CCCl.Cl. Cell line: HL-60(TB). Synergy scores: CSS=44.5, Synergy_ZIP=6.15, Synergy_Bliss=3.16, Synergy_Loewe=-21.9, Synergy_HSA=-2.09. (5) Drug 1: C1=NC2=C(N1)C(=S)N=C(N2)N. Drug 2: CS(=O)(=O)CCNCC1=CC=C(O1)C2=CC3=C(C=C2)N=CN=C3NC4=CC(=C(C=C4)OCC5=CC(=CC=C5)F)Cl. Cell line: UACC62. Synergy scores: CSS=29.0, Synergy_ZIP=-0.542, Synergy_Bliss=-0.0476, Synergy_Loewe=-4.36, Synergy_HSA=-0.699.